The task is: Predict the product of the given reaction.. This data is from Forward reaction prediction with 1.9M reactions from USPTO patents (1976-2016). (1) The product is: [CH3:20][C:18]1[CH:17]=[CH:16][C:15]2[N:11]([CH2:10][C:9]([OH:22])=[O:8])[C:12](=[O:21])[O:13][C:14]=2[CH:19]=1. Given the reactants C([O:8][C:9](=[O:22])[CH2:10][N:11]1[C:15]2[CH:16]=[CH:17][C:18]([CH3:20])=[CH:19][C:14]=2[O:13][C:12]1=[O:21])C1C=CC=CC=1, predict the reaction product. (2) Given the reactants [CH2:1]([N:4]1[C:12]2[C:7](=[CH:8][CH:9]=[CH:10][CH:11]=2)[C:6](=[O:13])[C:5]1=[O:14])[C:2]#[CH:3].[Cl:15][C:16]1[CH:21]=[CH:20][C:19](I)=[CH:18][C:17]=1[Cl:23].C1(P(C2C=CC=CC=2)C2C=CC=CC=2)C=CC=CC=1.C(N(CC)CC)C, predict the reaction product. The product is: [Cl:15][C:16]1[CH:21]=[C:20]([C:3]#[C:2][CH2:1][N:4]2[C:12]3[C:7](=[CH:8][CH:9]=[CH:10][CH:11]=3)[C:6](=[O:13])[C:5]2=[O:14])[CH:19]=[CH:18][C:17]=1[Cl:23]. (3) Given the reactants C([N:3]([CH2:15][CH3:16])[C:4](=[O:14])[C:5]1[CH:10]=[CH:9][C:8]([O:11][CH3:12])=[CH:7][C:6]=1[CH3:13])C.C([Li])(C)(C)C.CCCCC.[F:27][C:28]1[CH:29]=C([CH:33]=[CH:34][C:35]=1[O:36][CH:37]([CH3:39])[CH3:38])C#N, predict the reaction product. The product is: [F:27][C:28]1[CH:29]=[C:16]([C:15]2[N:3]=[C:4]([OH:14])[C:5]3[C:6]([CH:13]=2)=[CH:7][C:8]([O:11][CH3:12])=[CH:9][CH:10]=3)[CH:33]=[CH:34][C:35]=1[O:36][CH:37]([CH3:39])[CH3:38]. (4) Given the reactants Br[C:2]1[C:15]2[NH:14][C:13]3[CH2:12][CH2:11][CH2:10][CH2:9][C:8]=3[C:7](=[O:16])[C:6]=2[C:5]([C:17]([O:19][CH3:20])=[O:18])=[CH:4][CH:3]=1, predict the reaction product. The product is: [O:16]=[C:7]1[C:6]2[C:5]([C:17]([O:19][CH3:20])=[O:18])=[CH:4][CH:3]=[CH:2][C:15]=2[NH:14][C:13]2[CH2:12][CH2:11][CH2:10][CH2:9][C:8]1=2. (5) Given the reactants [Br:1][C:2]1[C:3]([F:10])=[CH:4][C:5]([F:9])=[C:6]([OH:8])[CH:7]=1.C([O-])([O-])=O.[K+].[K+].I[CH2:18][CH3:19].CCOC(C)=O.CCCCCC, predict the reaction product. The product is: [Br:1][C:2]1[CH:7]=[C:6]([O:8][CH2:18][CH3:19])[C:5]([F:9])=[CH:4][C:3]=1[F:10]. (6) Given the reactants [OH:1][C:2]1[CH:3]=[C:4]([CH:7]=[CH:8][CH:9]=1)[C:5]#[N:6].[CH3:10][CH2:11][CH2:12]Br.C(=O)([O-])[O-].[K+].[K+], predict the reaction product. The product is: [CH2:10]([O:1][C:2]1[CH:3]=[C:4]([CH:7]=[CH:8][CH:9]=1)[C:5]#[N:6])[CH2:11][CH3:12]. (7) Given the reactants Br[C:2]1[CH:9]=[CH:8][C:5]([C:6]#[N:7])=[C:4]([C:10]([F:13])([F:12])[F:11])[CH:3]=1.[CH3:14][N:15]1[CH2:19][C@H:18]([C:20]([O:22][CH2:23][C:24]2[CH:29]=[CH:28][CH:27]=[CH:26][CH:25]=2)=[O:21])[NH:17][C:16]1=[O:30].C([O-])([O-])=O.[Cs+].[Cs+].CC1(C)C2C(=C(P(C3C=CC=CC=3)C3C=CC=CC=3)C=CC=2)OC2C(P(C3C=CC=CC=3)C3C=CC=CC=3)=CC=CC1=2, predict the reaction product. The product is: [CH2:23]([O:22][C:20]([C@H:18]1[CH2:19][N:15]([CH3:14])[C:16](=[O:30])[N:17]1[C:2]1[CH:9]=[CH:8][C:5]([C:6]#[N:7])=[C:4]([C:10]([F:13])([F:12])[F:11])[CH:3]=1)=[O:21])[C:24]1[CH:25]=[CH:26][CH:27]=[CH:28][CH:29]=1. (8) Given the reactants C([O:3][C:4]([C:6]1([NH:19][C:20](=[O:32])[C:21]2[CH:26]=[CH:25][CH:24]=[C:23]([CH3:27])[C:22]=2[O:28][CH2:29][CH:30]=[CH2:31])[CH2:17][C:16]2[C:18]3[C:12]([CH:13]=[CH:14][CH:15]=2)=[CH:11][CH:10]=[CH:9][C:8]=3[CH2:7]1)=[O:5])C.[OH-].[K+].O, predict the reaction product. The product is: [CH2:29]([O:28][C:22]1[C:23]([CH3:27])=[CH:24][CH:25]=[CH:26][C:21]=1[C:20]([NH:19][C:6]1([C:4]([OH:5])=[O:3])[CH2:17][C:16]2[C:18]3[C:12]([CH:13]=[CH:14][CH:15]=2)=[CH:11][CH:10]=[CH:9][C:8]=3[CH2:7]1)=[O:32])[CH:30]=[CH2:31].